From a dataset of Forward reaction prediction with 1.9M reactions from USPTO patents (1976-2016). Predict the product of the given reaction. (1) Given the reactants [C:1]([O:9][C:10]1[C:11](=[O:40])[N:12]([CH3:39])[CH:13]=[C:14]([CH2:19][CH2:20][O:21][Si:22]([C:35]([CH3:38])([CH3:37])[CH3:36])([C:29]2[CH:34]=[CH:33][CH:32]=[CH:31][CH:30]=2)[C:23]2[CH:28]=[CH:27][CH:26]=[CH:25][CH:24]=2)[C:15]=1[C:16]([OH:18])=O)(=[O:8])[C:2]1[CH:7]=[CH:6][CH:5]=[CH:4][CH:3]=1.O.ON1C2C=CC=CC=2N=N1.Cl.C(N=C=NCCCN(C)C)C.[Cl:64][C:65]1[CH:66]=[C:67]([CH:70]=[CH:71][CH:72]=1)[CH2:68][NH2:69], predict the reaction product. The product is: [C:1]([O:9][C:10]1[C:11](=[O:40])[N:12]([CH3:39])[CH:13]=[C:14]([CH2:19][CH2:20][O:21][Si:22]([C:35]([CH3:36])([CH3:38])[CH3:37])([C:23]2[CH:24]=[CH:25][CH:26]=[CH:27][CH:28]=2)[C:29]2[CH:30]=[CH:31][CH:32]=[CH:33][CH:34]=2)[C:15]=1[C:16](=[O:18])[NH:69][CH2:68][C:67]1[CH:70]=[CH:71][CH:72]=[C:65]([Cl:64])[CH:66]=1)(=[O:8])[C:2]1[CH:3]=[CH:4][CH:5]=[CH:6][CH:7]=1. (2) Given the reactants [NH2:1][C:2]1[CH:3]=[C:4]([CH:7]=[CH:8][C:9]=1Cl)[C:5]#[N:6].SC1SC2C=CC(C#N)=CC=2N=1.[Cl:23][C:24]1[S:25]C2C=CC(Cl)=CC=2N=1, predict the reaction product. The product is: [Cl:23][C:24]1[S:25][C:9]2[CH:8]=[CH:7][C:4]([C:5]#[N:6])=[CH:3][C:2]=2[N:1]=1. (3) Given the reactants [Cl:1][C:2]1[C:3]([C:27]2[CH:28]=[N:29][N:30]3[CH:35]=[CH:34][CH:33]=[CH:32][C:31]=23)=[N:4][C:5]([NH:8][C:9]2[CH:14]=[C:13]([N+:15]([O-])=O)[C:12]([C:18]3[CH2:19][CH2:20][N:21]([CH3:24])[CH2:22][CH:23]=3)=[CH:11][C:10]=2[O:25][CH3:26])=[N:6][CH:7]=1.[NH4+].[Cl-], predict the reaction product. The product is: [Cl:1][C:2]1[C:3]([C:27]2[CH:28]=[N:29][N:30]3[CH:35]=[CH:34][CH:33]=[CH:32][C:31]=23)=[N:4][C:5]([NH:8][C:9]2[CH:14]=[C:13]([NH2:15])[C:12]([C:18]3[CH2:19][CH2:20][N:21]([CH3:24])[CH2:22][CH:23]=3)=[CH:11][C:10]=2[O:25][CH3:26])=[N:6][CH:7]=1. (4) The product is: [Cl:31][C:22]1[CH:21]=[N:20][C:19]2[NH:18][C:4]3[C:5](=[O:17])[N:6]([CH2:8][C:9]4[CH:14]=[CH:13][C:12]([O:15][CH3:16])=[CH:11][CH:10]=4)[CH:7]=[C:26]([Si:27]([CH3:30])([CH3:29])[CH3:28])[C:25]=3[C:24]=2[CH:23]=1. Given the reactants ClC1N=[C:4]([NH:18][C:19]2[C:24]([C:25]#[C:26][Si:27]([CH3:30])([CH3:29])[CH3:28])=[CH:23][C:22]([Cl:31])=[CH:21][N:20]=2)[C:5](=[O:17])[N:6]([CH2:8][C:9]2[CH:14]=[CH:13][C:12]([O:15][CH3:16])=[CH:11][CH:10]=2)[CH:7]=1.CCN(C(C)C)C(C)C, predict the reaction product.